From a dataset of Reaction yield outcomes from USPTO patents with 853,638 reactions. Predict the reaction yield, written as a fraction of the theoretical maximum amount of product (1.0 means a 100% yield; for example, 0.34 means a 34% yield). (1) The product is [C:15]1([C:13]2[S:14][C:10]([CH2:9][CH2:8][CH2:7][N:1]3[CH2:5][CH2:4][CH2:3][CH2:2]3)=[C:11]([C:21]([NH:23][C:24]3[CH:29]=[CH:28][CH:27]=[CH:26][C:25]=3[C:30]3[S:31][C:32]4[C:37]([N:38]=3)=[CH:36][CH:35]=[CH:34][N:33]=4)=[O:22])[N:12]=2)[CH:20]=[CH:19][CH:18]=[CH:17][CH:16]=1. The catalyst is ClC(Cl)C. The yield is 0.310. The reactants are [NH:1]1[CH2:5][CH2:4][CH2:3][CH2:2]1.O=[CH:7][CH2:8][CH2:9][C:10]1[S:14][C:13]([C:15]2[CH:20]=[CH:19][CH:18]=[CH:17][CH:16]=2)=[N:12][C:11]=1[C:21]([NH:23][C:24]1[CH:29]=[CH:28][CH:27]=[CH:26][C:25]=1[C:30]1[S:31][C:32]2[C:37]([N:38]=1)=[CH:36][CH:35]=[CH:34][N:33]=2)=[O:22].CC(O)=O.C(O[BH-](OC(=O)C)OC(=O)C)(=O)C.[Na+].C([O-])(O)=O.[Na+]. (2) The reactants are [Cl:1][C:2]1[CH:7]=[CH:6][C:5]([C:8](=[O:10])[CH3:9])=[CH:4][CH:3]=1.C(O[CH:15](OC(C)C)[N:16]([CH3:18])[CH3:17])(C)C. No catalyst specified. The product is [CH3:15][N:16]([CH3:18])/[CH:17]=[CH:9]/[C:8]([C:5]1[CH:6]=[CH:7][C:2]([Cl:1])=[CH:3][CH:4]=1)=[O:10]. The yield is 0.990.